Dataset: Forward reaction prediction with 1.9M reactions from USPTO patents (1976-2016). Task: Predict the product of the given reaction. (1) The product is: [Cl:1][C:2]1[N:10]=[C:9]2[C:5]([N:6]=[CH:7][N:8]2[CH2:19][CH3:20])=[C:4]([Cl:11])[N:3]=1. Given the reactants [Cl:1][C:2]1[N:10]=[C:9]2[C:5]([NH:6][CH:7]=[N:8]2)=[C:4]([Cl:11])[N:3]=1.C([O-])([O-])=O.[K+].[K+].I[CH2:19][CH3:20], predict the reaction product. (2) Given the reactants Cl[C:2]1[C:7]([N+:8]([O-:10])=[O:9])=[CH:6][N:5]=[C:4]2[CH:11]=[CH:12][S:13][C:3]=12.OC(C(F)(F)F)=O.[NH2:21][C@H:22]1[CH2:27][CH2:26][C@H:25]([CH2:28][C:29]#[N:30])[CH2:24][CH2:23]1.C(N(CC)C(C)C)(C)C, predict the reaction product. The product is: [N+:8]([C:7]1[C:2]([NH:21][C@H:22]2[CH2:27][CH2:26][C@H:25]([CH2:28][C:29]#[N:30])[CH2:24][CH2:23]2)=[C:3]2[S:13][CH:12]=[CH:11][C:4]2=[N:5][CH:6]=1)([O-:10])=[O:9]. (3) The product is: [Cl:1][C:2]1[C:3]([F:12])=[C:4]([C:8]([F:11])=[CH:9][CH:10]=1)[C:5]([N:19]=[N+:20]=[N-:21])=[O:6]. Given the reactants [Cl:1][C:2]1[C:3]([F:12])=[C:4]([C:8]([F:11])=[CH:9][CH:10]=1)[C:5](O)=[O:6].P(Cl)(Cl)(Cl)(Cl)Cl.[N-:19]=[N+:20]=[N-:21].[Na+], predict the reaction product. (4) Given the reactants [Cl:1][C:2]1[CH:16]=[CH:15][C:5]([C:6]([C:8](=[CH:11]N(C)C)[C:9]#[N:10])=O)=[CH:4][CH:3]=1.[N+]([O-])(O)=O.[N+]([O-])(O)=O.[CH3:25][O:26][C:27]1[CH:28]=[C:29]([NH:39][C:40]([NH2:42])=[NH:41])[CH:30]=[CH:31][C:32]=1[N:33]1[CH:37]=[C:36]([CH3:38])[N:35]=[CH:34]1, predict the reaction product. The product is: [Cl:1][C:2]1[CH:3]=[CH:4][C:5]([C:6]2[C:8]([C:9]#[N:10])=[CH:11][N:42]=[C:40]([NH:39][C:29]3[CH:30]=[CH:31][C:32]([N:33]4[CH:37]=[C:36]([CH3:38])[N:35]=[CH:34]4)=[C:27]([O:26][CH3:25])[CH:28]=3)[N:41]=2)=[CH:15][CH:16]=1. (5) Given the reactants Cl[C:2]1[C:11]([CH3:12])=[C:10]([Cl:13])[C:9]2[C:4](=[N:5][CH:6]=[CH:7][CH:8]=2)[N:3]=1.[F:14][C:15]1[CH:16]=[C:17](B(O)O)[CH:18]=[C:19]([F:21])[CH:20]=1.C(=O)([O-])[O-].[K+].[K+], predict the reaction product. The product is: [Cl:13][C:10]1[C:9]2[C:4](=[N:5][CH:6]=[CH:7][CH:8]=2)[N:3]=[C:2]([C:17]2[CH:16]=[C:15]([F:14])[CH:20]=[C:19]([F:21])[CH:18]=2)[C:11]=1[CH3:12]. (6) The product is: [Cl:26][C:27]1[CH:28]=[CH:29][C:30]([N:35]2[CH:39]=[N:38][CH:37]=[N:36]2)=[C:31]([CH:34]=1)[CH2:32][NH:33][C:20](=[O:22])[C@@H:19]1[CH2:23][CH2:24][CH2:25][N:18]1[C:16]([O:15][CH2:14][CH:12]1[C:13]2[CH:1]=[CH:2][CH:3]=[CH:4][C:5]=2[C:6]2[C:11]1=[CH:10][CH:9]=[CH:8][CH:7]=2)=[O:17]. Given the reactants [CH:1]1[C:13]2[CH:12]([CH2:14][O:15][C:16]([N:18]3[CH2:25][CH2:24][CH2:23][C@H:19]3[C:20]([OH:22])=O)=[O:17])[C:11]3[C:6](=[CH:7][CH:8]=[CH:9][CH:10]=3)[C:5]=2[CH:4]=[CH:3][CH:2]=1.[Cl:26][C:27]1[CH:28]=[CH:29][C:30]([N:35]2[CH:39]=[N:38][CH:37]=[N:36]2)=[C:31]([CH:34]=1)[CH2:32][NH2:33].C(Cl)CCl.C1C=NC2N(O)N=NC=2C=1.CCN(C(C)C)C(C)C, predict the reaction product.